This data is from NCI-60 drug combinations with 297,098 pairs across 59 cell lines. The task is: Regression. Given two drug SMILES strings and cell line genomic features, predict the synergy score measuring deviation from expected non-interaction effect. (1) Drug 1: CCC1=C2CN3C(=CC4=C(C3=O)COC(=O)C4(CC)O)C2=NC5=C1C=C(C=C5)O. Synergy scores: CSS=5.63, Synergy_ZIP=-5.39, Synergy_Bliss=-3.15, Synergy_Loewe=-4.30, Synergy_HSA=-1.93. Drug 2: C1=NC(=NC(=O)N1C2C(C(C(O2)CO)O)O)N. Cell line: EKVX. (2) Drug 1: CC(CN1CC(=O)NC(=O)C1)N2CC(=O)NC(=O)C2. Drug 2: C1=NC(=NC(=O)N1C2C(C(C(O2)CO)O)O)N. Cell line: M14. Synergy scores: CSS=19.0, Synergy_ZIP=-1.64, Synergy_Bliss=5.16, Synergy_Loewe=3.68, Synergy_HSA=4.43. (3) Drug 1: CCC1=CC2CC(C3=C(CN(C2)C1)C4=CC=CC=C4N3)(C5=C(C=C6C(=C5)C78CCN9C7C(C=CC9)(C(C(C8N6C)(C(=O)OC)O)OC(=O)C)CC)OC)C(=O)OC.C(C(C(=O)O)O)(C(=O)O)O. Drug 2: C1=C(C(=O)NC(=O)N1)N(CCCl)CCCl. Cell line: A498. Synergy scores: CSS=36.0, Synergy_ZIP=-12.8, Synergy_Bliss=-4.42, Synergy_Loewe=-10.4, Synergy_HSA=-1.22. (4) Drug 1: CC1C(C(CC(O1)OC2CC(CC3=C2C(=C4C(=C3O)C(=O)C5=C(C4=O)C(=CC=C5)OC)O)(C(=O)CO)O)N)O.Cl. Drug 2: COC1=C2C(=CC3=C1OC=C3)C=CC(=O)O2. Cell line: BT-549. Synergy scores: CSS=4.67, Synergy_ZIP=-5.85, Synergy_Bliss=-6.02, Synergy_Loewe=-8.12, Synergy_HSA=-3.50. (5) Cell line: SN12C. Drug 1: CS(=O)(=O)C1=CC(=C(C=C1)C(=O)NC2=CC(=C(C=C2)Cl)C3=CC=CC=N3)Cl. Drug 2: CC(C)CN1C=NC2=C1C3=CC=CC=C3N=C2N. Synergy scores: CSS=2.38, Synergy_ZIP=-0.168, Synergy_Bliss=1.26, Synergy_Loewe=1.10, Synergy_HSA=0.557. (6) Drug 1: C1=NC2=C(N=C(N=C2N1C3C(C(C(O3)CO)O)O)F)N. Drug 2: C(CCl)NC(=O)N(CCCl)N=O. Cell line: COLO 205. Synergy scores: CSS=27.2, Synergy_ZIP=4.84, Synergy_Bliss=7.51, Synergy_Loewe=-1.17, Synergy_HSA=7.66. (7) Drug 1: CC12CCC3C(C1CCC2O)C(CC4=C3C=CC(=C4)O)CCCCCCCCCS(=O)CCCC(C(F)(F)F)(F)F. Drug 2: CC12CCC3C(C1CCC2OP(=O)(O)O)CCC4=C3C=CC(=C4)OC(=O)N(CCCl)CCCl.[Na+]. Cell line: SK-OV-3. Synergy scores: CSS=-8.86, Synergy_ZIP=3.68, Synergy_Bliss=2.05, Synergy_Loewe=-7.22, Synergy_HSA=-6.73.